Predict the reaction yield, written as a fraction of the theoretical maximum amount of product (1.0 means a 100% yield; for example, 0.34 means a 34% yield). From a dataset of Reaction yield outcomes from USPTO patents with 853,638 reactions. (1) The reactants are [NH2:1][C@@H:2]([C:6]([OH:8])=[O:7])[C@H:3]([CH3:5])[OH:4].C([O-])(O)=O.[Na+].[C:14](=O)([O-:35])[O:15][C:16]1C(C)=C(C2C=CC(C3CCCCC3)=CC=2)C=CN=1.[CH:37]1([C:43]2[CH:48]=[CH:47][C:46](C3C=CN(C([O-])=O)C(=O)C=3C)=[CH:45][CH:44]=2)[CH2:42][CH2:41][CH2:40][CH2:39][CH2:38]1. The catalyst is O.C1COCC1. The product is [CH:37]1([C:43]2[CH:44]=[CH:45][C:46]([N:1]([C:14]([O:15][CH3:16])=[O:35])[C@H:2]([C@@H:3]([OH:4])[CH3:5])[C:6]([OH:8])=[O:7])=[CH:47][CH:48]=2)[CH2:38][CH2:39][CH2:40][CH2:41][CH2:42]1. The yield is 0.960. (2) The reactants are [NH2:1][S:2]([C:5]1[CH:10]=[C:9]([O:11][CH2:12][C:13]2[CH:18]=[CH:17][CH:16]=[CH:15][CH:14]=2)[CH:8]=[CH:7][C:6]=1[NH:19][C:20]([C:22]1[C:31](=[O:32])[C:30]([CH2:36][CH2:37][CH3:38])([CH2:33][CH2:34][CH3:35])[C:29]2[C:24](=[CH:25][CH:26]=[CH:27][CH:28]=2)[C:23]=1[OH:39])=O)(=[O:4])=[O:3].N12CCCN=C1CCCCC2. The catalyst is N1C=CC=CC=1. The product is [CH2:12]([O:11][C:9]1[CH:8]=[CH:7][C:6]2[NH:19][C:20]([C:22]3[C:31](=[O:32])[C:30]([CH2:33][CH2:34][CH3:35])([CH2:36][CH2:37][CH3:38])[C:29]4[C:24]([C:23]=3[OH:39])=[CH:25][CH:26]=[CH:27][CH:28]=4)=[N:1][S:2](=[O:4])(=[O:3])[C:5]=2[CH:10]=1)[C:13]1[CH:18]=[CH:17][CH:16]=[CH:15][CH:14]=1. The yield is 0.380. (3) No catalyst specified. The yield is 0.683. The reactants are C(O[C:6]([N:8]1[CH2:13][CH2:12][N:11]([C:14]2[C:15](=[O:33])[N:16]([CH2:29][CH:30]([CH3:32])[CH3:31])[N:17]=[C:18]([C:21]3[CH:26]=[CH:25][C:24](C)=[C:23](F)[CH:22]=3)[C:19]=2[CH3:20])[CH2:10][CH2:9]1)=O)(C)(C)C.C(N1C(=O)C(CO[S:47]([CH3:50])(=O)=O)=CC(C2C=CC(SC)=CC=2)=N1)C(C)C.CN1CCNCC1. The product is [CH2:29]([N:16]1[C:15](=[O:33])[C:14]([N:11]2[CH2:12][CH2:13][N:8]([CH3:6])[CH2:9][CH2:10]2)=[C:19]([CH3:20])[C:18]([C:21]2[CH:26]=[CH:25][C:24]([S:47][CH3:50])=[CH:23][CH:22]=2)=[N:17]1)[CH:30]([CH3:32])[CH3:31]. (4) The reactants are [C:1]([C:5]1[N:6]=[C:7]([NH2:10])[S:8][CH:9]=1)([CH3:4])([CH3:3])[CH3:2].[C:11]([O:15][C:16]([N:18]1[CH2:23][CH2:22][N:21]([C:24]2[CH:29]=[CH:28][C:27]([NH:30][C:31](OC3C=CC([N+]([O-])=O)=CC=3)=[O:32])=[CH:26][CH:25]=2)[CH2:20][CH2:19]1)=[O:17])([CH3:14])([CH3:13])[CH3:12]. The catalyst is C(#N)C. The product is [C:11]([O:15][C:16]([N:18]1[CH2:23][CH2:22][N:21]([C:24]2[CH:25]=[CH:26][C:27]([NH:30][C:31]([NH:10][C:7]3[S:8][CH:9]=[C:5]([C:1]([CH3:4])([CH3:3])[CH3:2])[N:6]=3)=[O:32])=[CH:28][CH:29]=2)[CH2:20][CH2:19]1)=[O:17])([CH3:14])([CH3:12])[CH3:13]. The yield is 0.780. (5) The reactants are [C:1]([O:5][C:6](=[O:19])[CH2:7][C:8]1[CH:13]=[CH:12][C:11]([CH3:14])=[CH:10][C:9]=1[O:15][C:16]([CH3:18])=[O:17])([CH3:4])([CH3:3])[CH3:2].[Br:20]N1C(=O)CCC1=O. The catalyst is C(Cl)(Cl)(Cl)Cl.C(OOC(=O)C1C=CC=CC=1)(=O)C1C=CC=CC=1. The product is [C:1]([O:5][C:6](=[O:19])[CH2:7][C:8]1[CH:13]=[CH:12][C:11]([CH2:14][Br:20])=[CH:10][C:9]=1[O:15][C:16]([CH3:18])=[O:17])([CH3:4])([CH3:2])[CH3:3]. The yield is 0.388. (6) The reactants are C([O:3][C:4]([C:6]1[CH:7]=[N:8][C:9]([C:12]2[C:17]([F:18])=[CH:16][CH:15]=[CH:14][C:13]=2[F:19])=[CH:10][CH:11]=1)=[O:5])C.[OH-].[Na+]. The catalyst is CO. The product is [F:19][C:13]1[CH:14]=[CH:15][CH:16]=[C:17]([F:18])[C:12]=1[C:9]1[N:8]=[CH:7][C:6]([C:4]([OH:5])=[O:3])=[CH:11][CH:10]=1. The yield is 0.630. (7) The reactants are [F:1][C:2]1[CH:7]=[C:6]([OH:8])[CH:5]=[CH:4][C:3]=1[NH:9][C:10](=[O:19])[O:11][CH2:12][C:13]1[CH:18]=[CH:17][CH:16]=[CH:15][CH:14]=1.C(=O)([O-])[O-].[Cs+].[Cs+].Cl[C:27]1[CH:28]=[CH:29][C:30]([N+:33]([O-:35])=[O:34])=[N:31][CH:32]=1.O. The catalyst is CS(C)=O. The product is [F:1][C:2]1[CH:7]=[C:6]([O:8][C:27]2[CH:32]=[N:31][C:30]([N+:33]([O-:35])=[O:34])=[CH:29][CH:28]=2)[CH:5]=[CH:4][C:3]=1[NH:9][C:10](=[O:19])[O:11][CH2:12][C:13]1[CH:14]=[CH:15][CH:16]=[CH:17][CH:18]=1. The yield is 0.770. (8) The reactants are [F:1][C:2]1[CH:3]=[CH:4][C:5]2[NH:6][C:7]3[C:12]([C:13]=2[CH:14]=1)=[CH:11][C:10]([F:15])=[CH:9][CH:8]=3.[OH-].[K+].Cl[CH2:19][C:20]1([CH3:23])[CH2:22][O:21]1. The catalyst is CN(C)C=O. The product is [F:15][C:10]1[CH:9]=[CH:8][C:7]2[N:6]([CH2:19][C:20]3([CH3:23])[CH2:22][O:21]3)[C:5]3[C:13]([C:12]=2[CH:11]=1)=[CH:14][C:2]([F:1])=[CH:3][CH:4]=3. The yield is 0.630.